From a dataset of TAP: 5 developability metrics (CDR length, charge patches, hydrophobicity). Multi-output Regression. Predict 5 antibody developability metrics. (1) Developability metrics: CDR_Length=47.0, PSH=107, PPC=0.273, PNC=0.0621, SFvCSP=-3.20. The antibody is ["['QVQLQQSGPELVKPGASLKLSCTASGFNIKDTYIHWVKQRPEQGLEWIGRIYPTNGYTRYDPKFQDKATITADTSSNTAYLQVSRLTSEDTAVYYCSRWGGDGFYAMDYWGQGASVTVSS'\\n 'DIVMTQSHKFMSTSVGDRVSITCKASQDVNTAVAWYQQKPGHSPKLLIYSASFRYTGVPDRFTGSRSGTDFTFTISSVQAEDLAVYYCQQHYTTPPTFGGGTKVEIK']"]. (2) The antibody is ["['QVQLVQSGAEVKKPGASVKVSCKASGYTFTNYDINWVRQAPGQGLEWIGWIYPGDGSTKYNEKFKAKATLTADTSTSTAYMELRSLRSDDTAVYYCASGYEDAMDYWGQGTTVTVSS'\\n 'DIQMTQSPSSLSASVGDRVTINCKASQDINSYLSWFQQKPGKAPKTLIYRANRLVDGVPSRFSGSGSGQDYTLTISSLQPEDFATYYCLQYDEFPLTFGGGTKVEIK']"]. Developability metrics: CDR_Length=44.0, PSH=95.4, PPC=0.156, PNC=2.75, SFvCSP=-2.00. (3) The antibody is ["['EVQLLESGGGLVQPGGSLRLSCAASGFTFSAYEMKWVRQAPGKGLEWVSVIGPSGGFTFYADSVKGRFTISRDNSKNTLYLQMNSLRAEDTAVYYCATEGDNDAFDIWGQGTTVTVSS'\\n 'DIQMTQSPATLSLSPGERATLSCRASQSVSSYLAWYQQKPGQAPRLLIYDASNRATGIPARFSGSGSGTDFTLTISSLEPEDFAVYYCQQRSNWPMYTFGQGTKLEIK']"]. Developability metrics: CDR_Length=46.0, PSH=114, PPC=0, PNC=0.648, SFvCSP=-3.00. (4) The antibody is ["['QVQLVQPGAEVKKPGTSVKLSCKASGYTFTTYWMHWVRQAPGQGLEWIGEINPTNGHTNYNQKFQGRATLTVDKSTSTAYMELSSLRSEDTAVYYCARNYVGSIFDYWGQGTLLTVSS'\\n 'DIVMTQSPDSLAMSLGERVTLNCKASENVVSYVSWYQQKPGQSPKLLIYGASNRESGVPDRFSGSGSATDFTLTISSVQAEDVADYHCGQSYNYPYTFGQGTKLEIK']"]. Developability metrics: CDR_Length=45.0, PSH=115, PPC=0, PNC=0.198, SFvCSP=-4.20. (5) The antibody is ["['EVQLLESGGGLVQPGGSLRLSCAASGFTFSSFSMSWVRQAPGKGLEWVSSISGSSGTTYYADSVKGRFTISRDNSKNTLYLQMNSLRAEDTAVYYCAKPFPYFDYWGQGTLVTVSS'\\n 'EIVLTQSPGTLSLSPGERATLSCRASQSVSSSFLAWYQQKPGQAPRLLIYYASSRATGIPDRFSGSGSGTDFTLTISRLEPEDFAVYYCQQTGRIPPTFGQGTKVEIK']"]. Developability metrics: CDR_Length=44.0, PSH=129, PPC=0, PNC=0, SFvCSP=3.00. (6) The antibody is ["['EVQLVESGGGLAKPGGSLRLSCAASGFRFTFNNYYMDWVRQAPGQGLEWVSRISSSGDPTWYADSVKGRFTISRENANNTLFLQMNSLRAEDTAVYYCASLTTGSDSWGQGVLVTVSS'\\n 'DIQMTQSPSSLSASVGDRVTITCRASQDIRYYLNWYQQKPGKAPKLLIYVASSLQSGVPSRFSGSGSGTEFTLTVSSLQPEDFATYYCLQVYSTPRTFGQGTKVEIK']"]. Developability metrics: CDR_Length=45.0, PSH=131, PPC=0, PNC=0, SFvCSP=4.00.